From a dataset of Full USPTO retrosynthesis dataset with 1.9M reactions from patents (1976-2016). Predict the reactants needed to synthesize the given product. (1) Given the product [F:14][C:15]1[CH:16]=[C:17]2[C:22](=[CH:23][CH:24]=1)[N:21]([CH3:25])[N:20]([C:11]([C:9]1[CH:10]=[C:5]3[N:4]=[CH:3][C:2]([Br:1])=[CH:7][N:6]3[N:8]=1)=[O:13])[CH2:19][CH2:18]2, predict the reactants needed to synthesize it. The reactants are: [Br:1][C:2]1[CH:3]=[N:4][C:5]2[N:6]([N:8]=[C:9]([C:11]([OH:13])=O)[CH:10]=2)[CH:7]=1.[F:14][C:15]1[CH:16]=[C:17]2[C:22](=[CH:23][CH:24]=1)[N:21]([CH3:25])[NH:20][CH2:19][CH2:18]2. (2) Given the product [CH2:10]([N:9]([CH3:18])[C:3]1[CH:4]=[CH:5][CH:6]=[CH:7][CH:8]=1)[C:11]1[CH:12]=[CH:13][CH:14]=[CH:15][CH:16]=1, predict the reactants needed to synthesize it. The reactants are: [H-].[Na+].[C:3]1([NH:9][CH2:10][C:11]2[CH:16]=[CH:15][CH:14]=[CH:13][CH:12]=2)[CH:8]=[CH:7][CH:6]=[CH:5][CH:4]=1.I[CH3:18].